This data is from Reaction yield outcomes from USPTO patents with 853,638 reactions. The task is: Predict the reaction yield, written as a fraction of the theoretical maximum amount of product (1.0 means a 100% yield; for example, 0.34 means a 34% yield). (1) The reactants are Br.[Br:2][C:3]1[S:7][C:6]([NH2:8])=[N:5][CH:4]=1.C(N(CC)CC)C.[C:16]([O:20][C:21](O[C:21]([O:20][C:16]([CH3:19])([CH3:18])[CH3:17])=[O:22])=[O:22])([CH3:19])([CH3:18])[CH3:17]. The catalyst is CN(C)C1C=CN=CC=1.O1CCCC1. The product is [Br:2][C:3]1[S:7][C:6]([NH:8][C:21](=[O:22])[O:20][C:16]([CH3:19])([CH3:18])[CH3:17])=[N:5][CH:4]=1. The yield is 0.780. (2) The reactants are [CH:1]([C@H:4]1[NH:9][CH2:8][CH2:7][N:6]2[C:10]3[CH:16]=[C:15]([S:17]([CH3:20])(=[O:19])=[O:18])[C:14]([C:21]([O:23][CH3:24])=[O:22])=[CH:13][C:11]=3[N:12]=[C:5]12)([CH3:3])[CH3:2].Cl[C:26]1[N:31]=[C:30]([C:32]([F:35])([F:34])[F:33])[C:29]([C:36]([O:38][CH2:39][CH3:40])=[O:37])=[CH:28][N:27]=1.CCN(C(C)C)C(C)C.O. The catalyst is CC(O)C.C(Cl)Cl. The product is [CH2:39]([O:38][C:36]([C:29]1[C:30]([C:32]([F:34])([F:35])[F:33])=[N:31][C:26]([N:9]2[CH2:8][CH2:7][N:6]3[C:10]4[CH:16]=[C:15]([S:17]([CH3:20])(=[O:19])=[O:18])[C:14]([C:21]([O:23][CH3:24])=[O:22])=[CH:13][C:11]=4[N:12]=[C:5]3[C@H:4]2[CH:1]([CH3:3])[CH3:2])=[N:27][CH:28]=1)=[O:37])[CH3:40]. The yield is 0.578. (3) The reactants are [CH3:1][C:2]1[C:6]2[C:7](=[O:19])[N:8]([CH2:11][CH2:12][N:13]3[CH2:18][CH2:17][O:16][CH2:15][CH2:14]3)[CH2:9][CH2:10][C:5]=2[NH:4][C:3]=1[CH:20]=O.[Br:22][C:23]1[CH:24]=[C:25]2[CH2:31][C:30](=[O:32])[NH:29][C:26]2=[N:27][CH:28]=1. No catalyst specified. The product is [Br:22][C:23]1[CH:24]=[C:25]2[C:31](=[CH:20][C:3]3[NH:4][C:5]4[CH2:10][CH2:9][N:8]([CH2:11][CH2:12][N:13]5[CH2:14][CH2:15][O:16][CH2:17][CH2:18]5)[C:7](=[O:19])[C:6]=4[C:2]=3[CH3:1])[C:30](=[O:32])[NH:29][C:26]2=[N:27][CH:28]=1. The yield is 0.330. (4) The reactants are I[C:2]1[CH:14]=[CH:13][C:5]([CH2:6][N:7]2[CH2:12][CH2:11][O:10][CH2:9][CH2:8]2)=[CH:4][CH:3]=1.[CH3:15][O:16][C:17](=[O:25])[C:18]1[CH:23]=[CH:22][C:21]([SH:24])=[CH:20][CH:19]=1.C([O-])([O-])=O.[K+].[K+]. The catalyst is CN1C(=O)CCC1.CCOC(C)=O.[Cu]I. The product is [CH3:15][O:16][C:17](=[O:25])[C:18]1[CH:23]=[CH:22][C:21]([S:24][C:2]2[CH:14]=[CH:13][C:5]([CH2:6][N:7]3[CH2:12][CH2:11][O:10][CH2:9][CH2:8]3)=[CH:4][CH:3]=2)=[CH:20][CH:19]=1. The yield is 0.980.